This data is from Full USPTO retrosynthesis dataset with 1.9M reactions from patents (1976-2016). The task is: Predict the reactants needed to synthesize the given product. Given the product [C:1]1([CH:7]([CH2:11][C:12]([O:14][CH2:27][CH3:28])=[O:13])[C:8]([O:10][CH2:20][CH3:21])=[O:9])[CH:2]=[CH:3][CH:4]=[CH:5][CH:6]=1, predict the reactants needed to synthesize it. The reactants are: [C:1]1([CH:7]([CH2:11][C:12]([OH:14])=[O:13])[C:8]([OH:10])=[O:9])[CH:6]=[CH:5][CH:4]=[CH:3][CH:2]=1.OS(O)(=O)=O.[C:20]1(C)C=CC=C[CH:21]=1.[CH3:27][CH2:28]O.